Dataset: Catalyst prediction with 721,799 reactions and 888 catalyst types from USPTO. Task: Predict which catalyst facilitates the given reaction. Reactant: Br[C:2]1[CH:7]=[CH:6][N:5]2[C:8]([C:11]([O:13][CH2:14][CH3:15])=[O:12])=[CH:9][N:10]=[C:4]2[CH:3]=1.CC1(C)C(C)(C)OB([C:24]2[CH2:29][CH2:28][N:27]([C:30]([O:32][C:33]([CH3:36])([CH3:35])[CH3:34])=[O:31])[CH2:26][CH:25]=2)O1.C([O-])([O-])=O.[K+].[K+]. Product: [C:33]([O:32][C:30]([N:27]1[CH2:26][CH:25]=[C:24]([C:2]2[CH:7]=[CH:6][N:5]3[C:8]([C:11]([O:13][CH2:14][CH3:15])=[O:12])=[CH:9][N:10]=[C:4]3[CH:3]=2)[CH2:29][CH2:28]1)=[O:31])([CH3:36])([CH3:34])[CH3:35]. The catalyst class is: 128.